Dataset: Catalyst prediction with 721,799 reactions and 888 catalyst types from USPTO. Task: Predict which catalyst facilitates the given reaction. (1) Reactant: [CH3:1][C:2]1([CH3:14])[C:6]([CH3:8])([CH3:7])[O:5][B:4]([C:9]2[CH:10]=[N:11][NH:12][CH:13]=2)[O:3]1.Cl[CH2:16][C:17]1[CH:22]=[CH:21][C:20]([O:23][CH3:24])=[CH:19][CH:18]=1.C([O-])([O-])=O.[K+].[K+]. Product: [CH3:24][O:23][C:20]1[CH:21]=[CH:22][C:17]([CH2:16][N:12]2[CH:13]=[C:9]([B:4]3[O:5][C:6]([CH3:7])([CH3:8])[C:2]([CH3:14])([CH3:1])[O:3]3)[CH:10]=[N:11]2)=[CH:18][CH:19]=1. The catalyst class is: 10. (2) Reactant: [NH:1]1[C:9]2[C:4](=[CH:5][CH:6]=[CH:7][C:8]=2[C:10]([OH:12])=O)[CH:3]=[CH:2]1.CN(C(ON1N=NC2C=CC=CC1=2)=[N+](C)C)C.[B-](F)(F)(F)F.C(N(CC)C(C)C)(C)C.[C:44]([C:48]1[CH:66]=[CH:65][C:51]([CH2:52][NH:53][CH2:54][CH2:55][C:56]2[CH:61]=[CH:60][CH:59]=[C:58]([O:62][CH2:63][CH3:64])[CH:57]=2)=[CH:50][CH:49]=1)([CH3:47])([CH3:46])[CH3:45]. Product: [C:44]([C:48]1[CH:66]=[CH:65][C:51]([CH2:52][N:53]([CH2:54][CH2:55][C:56]2[CH:61]=[CH:60][CH:59]=[C:58]([O:62][CH2:63][CH3:64])[CH:57]=2)[C:10]([C:8]2[CH:7]=[CH:6][CH:5]=[C:4]3[C:9]=2[NH:1][CH:2]=[CH:3]3)=[O:12])=[CH:50][CH:49]=1)([CH3:46])([CH3:45])[CH3:47]. The catalyst class is: 18. (3) Reactant: [NH2:1][C:2]1[C:11]([O:12][CH:13]2[CH2:17][CH2:16][CH2:15][CH2:14]2)=[C:10]([O:18][CH3:19])[CH:9]=[CH:8][C:3]=1[C:4]([O:6][CH3:7])=[O:5].[C:20](OC(=O)C)(=[O:22])[CH3:21].O1CCOCC1. Product: [C:20]([NH:1][C:2]1[C:11]([O:12][CH:13]2[CH2:14][CH2:15][CH2:16][CH2:17]2)=[C:10]([O:18][CH3:19])[CH:9]=[CH:8][C:3]=1[C:4]([O:6][CH3:7])=[O:5])(=[O:22])[CH3:21]. The catalyst class is: 6. (4) Reactant: [OH:1][N:2]=[CH:3][C:4]1[CH:16]=[CH:15][C:7]([C:8]([NH:10][CH:11]=[N:12][O:13][CH3:14])=[O:9])=[C:6]([CH3:17])[CH:5]=1.ClN1C(=O)CCC1=O.[Cl:26][C:27]1[CH:28]=[C:29]([C:37]([C:39]([F:42])([F:41])[F:40])=[CH2:38])[CH:30]=[C:31]([C:33]([F:36])([F:35])[F:34])[CH:32]=1.C(=O)([O-])O.[K+]. Product: [Cl:26][C:27]1[CH:28]=[C:29]([C:37]2([C:39]([F:40])([F:41])[F:42])[O:1][N:2]=[C:3]([C:4]3[CH:16]=[CH:15][C:7]([C:8]([NH:10][CH:11]=[N:12][O:13][CH3:14])=[O:9])=[C:6]([CH3:17])[CH:5]=3)[CH2:38]2)[CH:30]=[C:31]([C:33]([F:34])([F:35])[F:36])[CH:32]=1. The catalyst class is: 149. (5) Product: [CH3:1][N:2]1[C:10]2[C:5](=[CH:6][C:7]([CH:11]([OH:12])[CH3:13])=[CH:8][CH:9]=2)[CH:4]=[N:3]1. The catalyst class is: 1. Reactant: [CH3:1][N:2]1[C:10]2[C:5](=[CH:6][C:7]([CH:11]=[O:12])=[CH:8][CH:9]=2)[CH:4]=[N:3]1.[CH3:13][Mg+].[Br-].[NH4+].[Cl-].